Dataset: Reaction yield outcomes from USPTO patents with 853,638 reactions. Task: Predict the reaction yield, written as a fraction of the theoretical maximum amount of product (1.0 means a 100% yield; for example, 0.34 means a 34% yield). The reactants are [O:1]=C[C@@H]([C@H]([C@@H]([C@@H](CO)O)O)O)O.OP([O-])(O)=O.[K+].OP([O-])([O-])=O.[K+].[K+].[Cl-].[K+].[CH3:28][C@@H:29]1[CH2:46][C:45]2[C@H:40]([CH2:41][CH2:42][C:43](=[O:47])[CH:44]=2)[C@@H:39]2[C@@H:30]1[C@H:31]1[C@@:35]([CH2:37][CH2:38]2)([CH3:36])[C:34](=[O:48])[CH2:33][CH2:32]1. The catalyst is CN(C=O)C. The product is [OH:1][C@@H:38]1[CH2:37][C@@:35]2([CH3:36])[C@@H:31]([CH2:32][CH2:33][C:34]2=[O:48])[C@H:30]2[C@H:39]1[C@@H:40]1[C:45]([CH2:46][C@H:29]2[CH3:28])=[CH:44][C:43](=[O:47])[CH2:42][CH2:41]1. The yield is 0.740.